Dataset: Full USPTO retrosynthesis dataset with 1.9M reactions from patents (1976-2016). Task: Predict the reactants needed to synthesize the given product. (1) Given the product [O:4]1[C:5]2([CH2:10][CH2:9][CH:8]([O:11][C:12]3[N:17]=[C:16]([C:18]([F:20])([F:21])[F:19])[N:15]=[C:14]([C:22]([OH:24])([CH3:26])[CH3:23])[CH:13]=3)[CH2:7][CH2:6]2)[O:1][CH2:2][CH2:3]1, predict the reactants needed to synthesize it. The reactants are: [O:1]1[C:5]2([CH2:10][CH2:9][CH:8]([O:11][C:12]3[N:17]=[C:16]([C:18]([F:21])([F:20])[F:19])[N:15]=[C:14]([C:22](=[O:24])[CH3:23])[CH:13]=3)[CH2:7][CH2:6]2)[O:4][CH2:3][CH2:2]1.O1CCC[CH2:26]1.C[Mg]Br.CCOCC. (2) Given the product [CH:36]([CH:35]1[CH2:34][CH2:33][CH:32]([CH3:39])[CH2:31][CH:30]1[O:29][P:28]1[O:18][C:11]2[CH:12]=[C:13]([CH3:17])[C:14]([CH3:16])=[CH:15][C:10]=2[C:5]2[CH:6]=[C:7]([CH3:9])[CH:8]=[C:3]([O:2][CH3:1])[C:4]=2[O:19]1)([CH3:38])[CH3:37], predict the reactants needed to synthesize it. The reactants are: [CH3:1][O:2][C:3]1[CH:8]=[C:7]([CH3:9])[CH:6]=[C:5]([C:10]2[C:11]([OH:18])=[CH:12][C:13]([CH3:17])=[C:14]([CH3:16])[CH:15]=2)[C:4]=1[OH:19].C(N(CC)CC)C.Cl[P:28](Cl)[O:29][CH:30]1[CH:35]([CH:36]([CH3:38])[CH3:37])[CH2:34][CH2:33][CH:32]([CH3:39])[CH2:31]1. (3) Given the product [CH2:1]([N:8]1[CH2:13][CH2:12][C@@H:11]([CH3:14])[C@@H:10]([NH:15][C:16]2[C:17]3[CH:26]=[CH:25][N:24]([CH2:27][O:28][CH2:29][CH2:30][Si:31]([CH3:32])([CH3:34])[CH3:33])[C:18]=3[N:19]=[CH:20][C:21]=2[CH:22]=[C:54]([Br:56])[Br:55])[CH2:9]1)[C:2]1[CH:7]=[CH:6][CH:5]=[CH:4][CH:3]=1, predict the reactants needed to synthesize it. The reactants are: [CH2:1]([N:8]1[CH2:13][CH2:12][C@@H:11]([CH3:14])[C@@H:10]([NH:15][C:16]2[C:21]([CH:22]=O)=[CH:20][N:19]=[C:18]3[N:24]([CH2:27][O:28][CH2:29][CH2:30][Si:31]([CH3:34])([CH3:33])[CH3:32])[CH:25]=[CH:26][C:17]=23)[CH2:9]1)[C:2]1[CH:7]=[CH:6][CH:5]=[CH:4][CH:3]=1.C1(P(C2C=CC=CC=2)C2C=CC=CC=2)C=CC=CC=1.[C:54](Br)(Br)([Br:56])[Br:55].C(=O)([O-])O.[Na+]. (4) Given the product [C:13]([C:12]1[C:11](=[O:16])[O:10][C:4]2[C:5]([CH:6]=1)=[CH:8][CH:9]=[C:2]([Br:1])[CH:3]=2)(=[O:14])[CH3:15], predict the reactants needed to synthesize it. The reactants are: [Br:1][C:2]1[CH:9]=[CH:8][C:5]([CH:6]=O)=[C:4]([OH:10])[CH:3]=1.[C:11](OCC)(=[O:16])[CH2:12][C:13]([CH3:15])=[O:14]. (5) Given the product [Br:1][C:2]1[CH:3]=[N:4][C:5]2[N:6]([N:8]=[C:9]([C:11]([N:16]3[CH2:17][CH2:18][C:19]4[C:24](=[CH:23][CH:22]=[C:21]([C:25]5[CH:30]=[CH:29][CH:28]=[CH:27][N:26]=5)[CH:20]=4)[CH:15]3[CH3:14])=[O:13])[CH:10]=2)[CH:7]=1, predict the reactants needed to synthesize it. The reactants are: [Br:1][C:2]1[CH:3]=[N:4][C:5]2[N:6]([N:8]=[C:9]([C:11]([OH:13])=O)[CH:10]=2)[CH:7]=1.[CH3:14][CH:15]1[C:24]2[C:19](=[CH:20][C:21]([C:25]3[CH:30]=[CH:29][CH:28]=[CH:27][N:26]=3)=[CH:22][CH:23]=2)[CH2:18][CH2:17][NH:16]1. (6) The reactants are: CO[C:3](=[O:23])[CH2:4][CH2:5][N:6]1[CH:14]=[N:13][C:12]2[C:11](=[O:15])[N:10]([CH2:16][C:17]3[CH:22]=[CH:21][CH:20]=[CH:19][CH:18]=3)[CH:9]=[N:8][C:7]1=2.[N:24]1([CH2:30][CH2:31][CH2:32][NH2:33])[CH2:29][CH2:28][O:27][CH2:26][CH2:25]1. Given the product [CH2:16]([N:10]1[C:11](=[O:15])[C:12]2[N:13]=[CH:14][N:6]([CH2:5][CH2:4][C:3]([NH:33][CH2:32][CH2:31][CH2:30][N:24]3[CH2:29][CH2:28][O:27][CH2:26][CH2:25]3)=[O:23])[C:7]=2[N:8]=[CH:9]1)[C:17]1[CH:18]=[CH:19][CH:20]=[CH:21][CH:22]=1, predict the reactants needed to synthesize it. (7) Given the product [NH2:22][C:8]1[N:9]([C:12]2[CH:17]=[CH:16][CH:15]=[C:14]([C:18]([F:21])([F:20])[F:19])[CH:13]=2)[C:10]([CH3:11])=[C:5]([C:36]([OH:38])=[O:37])[CH:6]([C:28]2[CH:29]=[CH:30][C:31]([C:34]#[N:35])=[CH:32][CH:33]=2)[C:7]=1[C:23]([O:25][CH2:26][CH3:27])=[O:24], predict the reactants needed to synthesize it. The reactants are: C[Si](C)(C)CC[C:5]1([C:36]([O-:38])=[O:37])[CH:10]([CH3:11])[N:9]([C:12]2[CH:17]=[CH:16][CH:15]=[C:14]([C:18]([F:21])([F:20])[F:19])[CH:13]=2)[C:8]([NH2:22])=[C:7]([C:23]([O:25][CH2:26][CH3:27])=[O:24])[CH:6]1[C:28]1[CH:33]=[CH:32][C:31]([C:34]#[N:35])=[CH:30][CH:29]=1. (8) Given the product [C:1]([C:4]1[C:12]2[C:7](=[CH:8][CH:9]=[C:10]([O:13][CH:14]([C:15]3[N:16]=[CH:17][CH:18]=[CH:19][N:20]=3)[CH3:25])[CH:11]=2)[N:6]([CH2:21][C:22]([OH:24])=[O:23])[N:5]=1)(=[O:3])[CH3:2], predict the reactants needed to synthesize it. The reactants are: [C:1]([C:4]1[C:12]2[C:7](=[CH:8][CH:9]=[C:10]([O:13][CH2:14][C:15]3[N:20]=[CH:19][CH:18]=[CH:17][N:16]=3)[CH:11]=2)[N:6]([CH2:21][C:22]([OH:24])=[O:23])[N:5]=1)(=[O:3])[CH3:2].[CH3:25]S(OC(C1N=CC=CN=1)C)(=O)=O.ClCC1N=CC=CN=1. (9) Given the product [Br:45][C:8]1[N:9]([C:28]2[C:37]3[C:32](=[CH:33][CH:34]=[C:35]([O:38][CH3:39])[CH:36]=3)[C:31]([CH3:40])=[CH:30][CH:29]=2)[C:10]([S:13][CH2:14][C:15]([NH:17][C:18]2[CH:26]=[CH:25][C:21]([C:22]([OH:24])=[O:23])=[CH:20][C:19]=2[Cl:27])=[O:16])=[N:11][N:12]=1, predict the reactants needed to synthesize it. The reactants are: ClC(Cl)C(O)=O.N[C:8]1[N:9]([C:28]2[C:37]3[C:32](=[CH:33][CH:34]=[C:35]([O:38][CH3:39])[CH:36]=3)[C:31]([CH3:40])=[CH:30][CH:29]=2)[C:10]([S:13][CH2:14][C:15]([NH:17][C:18]2[CH:26]=[CH:25][C:21]([C:22]([OH:24])=[O:23])=[CH:20][C:19]=2[Cl:27])=[O:16])=[N:11][N:12]=1.N([O-])=O.[Na+].[Br:45]CBr.